Dataset: NCI-60 drug combinations with 297,098 pairs across 59 cell lines. Task: Regression. Given two drug SMILES strings and cell line genomic features, predict the synergy score measuring deviation from expected non-interaction effect. (1) Drug 1: CC12CCC3C(C1CCC2=O)CC(=C)C4=CC(=O)C=CC34C. Drug 2: C1CN(CCN1C(=O)CCBr)C(=O)CCBr. Cell line: SR. Synergy scores: CSS=71.7, Synergy_ZIP=0.592, Synergy_Bliss=0.941, Synergy_Loewe=-3.42, Synergy_HSA=1.57. (2) Drug 1: C1CC(=O)NC(=O)C1N2CC3=C(C2=O)C=CC=C3N. Drug 2: CN1C2=C(C=C(C=C2)N(CCCl)CCCl)N=C1CCCC(=O)O.Cl. Cell line: SF-268. Synergy scores: CSS=-2.06, Synergy_ZIP=-1.75, Synergy_Bliss=-5.04, Synergy_Loewe=-7.91, Synergy_HSA=-7.92. (3) Drug 1: C1C(C(OC1N2C=C(C(=O)NC2=O)F)CO)O. Drug 2: CN1C(=O)N2C=NC(=C2N=N1)C(=O)N. Cell line: CCRF-CEM. Synergy scores: CSS=60.3, Synergy_ZIP=2.48, Synergy_Bliss=2.03, Synergy_Loewe=-8.21, Synergy_HSA=5.46. (4) Drug 1: CC1=CC=C(C=C1)C2=CC(=NN2C3=CC=C(C=C3)S(=O)(=O)N)C(F)(F)F. Drug 2: COC1=C2C(=CC3=C1OC=C3)C=CC(=O)O2. Cell line: MOLT-4. Synergy scores: CSS=-5.56, Synergy_ZIP=7.52, Synergy_Bliss=-0.658, Synergy_Loewe=-5.04, Synergy_HSA=-4.06.